Dataset: Full USPTO retrosynthesis dataset with 1.9M reactions from patents (1976-2016). Task: Predict the reactants needed to synthesize the given product. (1) Given the product [Cl:26][C:11]1[N:10]=[C:9]([NH2:8])[N:14]=[C:13]2[N:35]([CH2:34][C:33]3[CH:37]=[CH:38][C:30]([O:29][CH3:28])=[CH:31][CH:32]=3)[N:36]=[C:16]([CH2:17][CH:18]3[CH2:22][O:21][C:20]([CH3:24])([CH3:23])[O:19]3)[C:12]=12, predict the reactants needed to synthesize it. The reactants are: C(N(CC)CC)C.[NH2:8][C:9]1[N:14]=[C:13](Cl)[C:12]([C:16](=O)[CH2:17][CH:18]2[CH2:22][O:21][C:20]([CH3:24])([CH3:23])[O:19]2)=[C:11]([Cl:26])[N:10]=1.Cl.[CH3:28][O:29][C:30]1[CH:38]=[CH:37][C:33]([CH2:34][NH:35][NH2:36])=[CH:32][CH:31]=1.Cl. (2) Given the product [NH2:14][C@H:2]([CH2:8][CH3:9])[CH2:3][C:4]([O:6][CH3:7])=[O:5], predict the reactants needed to synthesize it. The reactants are: O=[C:2]([CH2:8][CH3:9])[CH2:3][C:4]([O:6][CH3:7])=[O:5].C([O-])(=O)C.[NH4+:14].C[O-].[Na+]. (3) Given the product [CH:31]1([C:16]2[C:15]3[C:19](=[CH:20][CH:21]=[CH:22][C:14]=3[NH:13][C:11]([C:8]3[N:5]4[CH:6]=[CH:7][C:2]([O:42][CH2:41][CH2:40][O:39][CH2:38][CH2:37][O:36][CH:34]=[CH2:35])=[CH:3][C:4]4=[N:10][CH:9]=3)=[O:12])[N:18]([CH2:23][C:24]3[CH:29]=[CH:28][CH:27]=[C:26]([CH3:30])[N:25]=3)[N:17]=2)[CH2:33][CH2:32]1, predict the reactants needed to synthesize it. The reactants are: Cl[C:2]1[CH:7]=[CH:6][N:5]2[C:8]([C:11]([NH:13][C:14]3[CH:22]=[CH:21][CH:20]=[C:19]4[C:15]=3[C:16]([CH:31]3[CH2:33][CH2:32]3)=[N:17][N:18]4[CH2:23][C:24]3[CH:29]=[CH:28][CH:27]=[C:26]([CH3:30])[N:25]=3)=[O:12])=[CH:9][N:10]=[C:4]2[CH:3]=1.[CH:34]([O:36][CH2:37][CH2:38][O:39][CH2:40][CH2:41][OH:42])=[CH2:35].[OH-].[K+].[Na+].[Cl-]. (4) Given the product [C:1]([O:5][C:6]([NH:8][CH2:9][C:10]1[CH:11]=[C:12]([C:16]2[CH:21]=[C:20]([CH2:22][NH:23][CH:24]([C:29]3[CH:30]=[CH:31][CH:32]=[CH:33][CH:34]=3)[C:25]([F:28])([F:27])[F:26])[CH:19]=[C:18]([CH2:35][O:36][C:37]3[CH:42]=[CH:41][CH:40]=[CH:39][C:38]=3[CH2:43][C:44]([OH:46])=[O:45])[CH:17]=2)[CH:13]=[CH:14][CH:15]=1)=[O:7])([CH3:4])([CH3:2])[CH3:3], predict the reactants needed to synthesize it. The reactants are: [C:1]([O:5][C:6]([NH:8][CH2:9][C:10]1[CH:11]=[C:12]([C:16]2[CH:21]=[C:20]([CH2:22][NH:23][CH:24]([C:29]3[CH:34]=[CH:33][CH:32]=[CH:31][CH:30]=3)[C:25]([F:28])([F:27])[F:26])[CH:19]=[C:18]([CH2:35][O:36][C:37]3[CH:42]=[CH:41][CH:40]=[CH:39][C:38]=3[CH2:43][C:44]([O:46]C)=[O:45])[CH:17]=2)[CH:13]=[CH:14][CH:15]=1)=[O:7])([CH3:4])([CH3:3])[CH3:2].O.[Li+].[OH-]. (5) The reactants are: [C:1]([NH:5][C:6](=[O:39])[NH:7][C@@H:8]([C:35]([CH3:38])([CH3:37])[CH3:36])[C:9]([N:11]1[CH2:15][C@H:14]([O:16][C:17]2[C:18]3[CH:31]=[CH:30][S:29][C:19]=3[N:20]=[C:21]([C:23]3[CH:28]=[CH:27][CH:26]=[CH:25][N:24]=3)[N:22]=2)[CH2:13][C@H:12]1[C:32](O)=[O:33])=[O:10])([CH3:4])([CH3:3])[CH3:2].[NH2:40][C@@H:41]([CH2:50][CH2:51][CH3:52])[CH:42]([OH:49])[C:43]([NH:45][CH:46]1[CH2:48][CH2:47]1)=[O:44].CN(C(ON1N=NC2C=CC=NC1=2)=[N+](C)C)C.F[P-](F)(F)(F)(F)F.C(N(C(C)C)CC)(C)C. Given the product [C:1]([NH:5][C:6](=[O:39])[NH:7][C@@H:8]([C:35]([CH3:37])([CH3:38])[CH3:36])[C:9]([N:11]1[CH2:15][C@H:14]([O:16][C:17]2[C:18]3[CH:31]=[CH:30][S:29][C:19]=3[N:20]=[C:21]([C:23]3[CH:28]=[CH:27][CH:26]=[CH:25][N:24]=3)[N:22]=2)[CH2:13][C@H:12]1[C:32]([NH:40][C@@H:41]([CH2:50][CH2:51][CH3:52])[CH:42]([OH:49])[C:43]([NH:45][CH:46]1[CH2:47][CH2:48]1)=[O:44])=[O:33])=[O:10])([CH3:4])([CH3:2])[CH3:3], predict the reactants needed to synthesize it. (6) Given the product [NH:12]1[CH2:13][CH2:14][CH:9]([CH2:8][C:7]2[CH:6]=[CH:5][C:4]([NH2:1])=[CH:16][CH:15]=2)[CH2:10][CH2:11]1, predict the reactants needed to synthesize it. The reactants are: [N+:1]([C:4]1[CH:16]=[CH:15][C:7]([CH2:8][C:9]2[CH:14]=[CH:13][N:12]=[CH:11][CH:10]=2)=[CH:6][CH:5]=1)([O-])=O.Cl.O. (7) Given the product [NH2:32][C:20]1[N:19]=[C:18]([NH:17][CH2:16][CH2:15][CH2:14][NH:13][S:9]([C:5]2[CH:6]=[CH:7][CH:8]=[C:3]([C:1]#[N:2])[CH:4]=2)(=[O:11])=[O:10])[CH:23]=[C:22]([C:24]2[CH:29]=[CH:28][CH:27]=[C:26]([CH3:30])[C:25]=2[CH3:31])[N:21]=1, predict the reactants needed to synthesize it. The reactants are: [C:1]([C:3]1[CH:4]=[C:5]([S:9](Cl)(=[O:11])=[O:10])[CH:6]=[CH:7][CH:8]=1)#[N:2].[NH2:13][CH2:14][CH2:15][CH2:16][NH:17][C:18]1[CH:23]=[C:22]([C:24]2[CH:29]=[CH:28][CH:27]=[C:26]([CH3:30])[C:25]=2[CH3:31])[N:21]=[C:20]([NH2:32])[N:19]=1. (8) The reactants are: [C:1]([C:3]1[C:4]([C:21]2[CH:26]=[CH:25][C:24]([Cl:27])=[CH:23][C:22]=2[Cl:28])=[C:5]([C:9]2[N:10]([C:14]([O:16][C:17]([CH3:20])([CH3:19])[CH3:18])=[O:15])[CH2:11][CH2:12][N:13]=2)[S:6][C:7]=1I)#[N:2].C[Sn](C)(C)[C:31]1[CH:36]=[CH:35][N:34]=[C:33]([NH:37][C:38]([CH:40]2[CH2:42][CH2:41]2)=[O:39])[CH:32]=1.[Cl-].[Li+].O1CCOCC1. Given the product [C:1]([C:3]1[C:4]([C:21]2[CH:26]=[CH:25][C:24]([Cl:27])=[CH:23][C:22]=2[Cl:28])=[C:5]([C:9]2[N:10]([C:14]([O:16][C:17]([CH3:20])([CH3:19])[CH3:18])=[O:15])[CH2:11][CH2:12][N:13]=2)[S:6][C:7]=1[C:31]1[CH:36]=[CH:35][N:34]=[C:33]([NH:37][C:38]([CH:40]2[CH2:41][CH2:42]2)=[O:39])[CH:32]=1)#[N:2], predict the reactants needed to synthesize it.